Dataset: Catalyst prediction with 721,799 reactions and 888 catalyst types from USPTO. Task: Predict which catalyst facilitates the given reaction. Reactant: [CH3:1][O:2][C:3]([C@@H:5]1[CH2:9][C@H:8]([NH:10][C:11]([O:13][CH2:14][C:15]2[CH:20]=[CH:19][CH:18]=[CH:17][CH:16]=2)=[O:12])[CH2:7][N:6]1C(OC(C)(C)C)=O)=[O:4]. Product: [CH3:1][O:2][C:3]([C@@H:5]1[CH2:9][C@H:8]([NH:10][C:11]([O:13][CH2:14][C:15]2[CH:20]=[CH:19][CH:18]=[CH:17][CH:16]=2)=[O:12])[CH2:7][NH:6]1)=[O:4]. The catalyst class is: 89.